From a dataset of Forward reaction prediction with 1.9M reactions from USPTO patents (1976-2016). Predict the product of the given reaction. (1) Given the reactants [N:1]([C:4]1[N:12]2[C:8](=[N:9][C:10]3[CH:16]=[CH:15][CH:14]=[CH:13][C:11]=32)[CH:7]=[C:6]([C:17]2[CH:22]=[CH:21][C:20]([O:23][CH3:24])=[CH:19][CH:18]=2)[CH:5]=1)=[N+]=[N-].C1(P(C2C=CC=CC=2)C2C=CC=CC=2)C=CC=CC=1, predict the reaction product. The product is: [NH2:1][C:4]1[N:12]2[C:8](=[N:9][C:10]3[CH:16]=[CH:15][CH:14]=[CH:13][C:11]=32)[CH:7]=[C:6]([C:17]2[CH:22]=[CH:21][C:20]([O:23][CH3:24])=[CH:19][CH:18]=2)[CH:5]=1. (2) Given the reactants O=[C:2]1[CH2:7][CH2:6][N:5]([C:8]([O:10][CH2:11][C:12]2[CH:17]=[CH:16][CH:15]=[CH:14][CH:13]=2)=[O:9])[CH2:4][CH2:3]1.Cl.[CH3:19][O:20][C:21](=[O:25])[CH2:22][CH2:23][NH2:24].C(O)(=O)C.C(O[BH-](OC(=O)C)OC(=O)C)(=O)C.[Na+], predict the reaction product. The product is: [CH3:19][O:20][C:21](=[O:25])[CH2:22][CH2:23][NH:24][CH:2]1[CH2:7][CH2:6][N:5]([C:8]([O:10][CH2:11][C:12]2[CH:17]=[CH:16][CH:15]=[CH:14][CH:13]=2)=[O:9])[CH2:4][CH2:3]1. (3) Given the reactants [OH:1][C:2]1[CH:7]=[C:6]([CH3:8])[N:5]=[CH:4][C:3]=1[C:9]([OH:11])=[O:10].O=S(Cl)Cl.Cl[CH2:17]Cl, predict the reaction product. The product is: [OH:1][C:2]1[CH:7]=[C:6]([CH3:8])[N:5]=[CH:4][C:3]=1[C:9]([O:11][CH3:17])=[O:10]. (4) The product is: [CH2:11]([O:10][C:8]([N:7]1[CH:4]2[CH2:3][CH2:2][C:1]1([C:18]([OH:20])=[O:19])[CH2:6][CH2:5]2)=[O:9])[C:12]1[CH:13]=[CH:14][CH:15]=[CH:16][CH:17]=1. Given the reactants [C:1]12([C:18]([O:20]C(C)(C)C)=[O:19])[N:7]([C:8]([O:10][CH2:11][C:12]3[CH:17]=[CH:16][CH:15]=[CH:14][CH:13]=3)=[O:9])[CH:4]([CH2:5][CH2:6]1)[CH2:3][CH2:2]2, predict the reaction product. (5) Given the reactants F[C:2](F)(F)C(O)=O.[OH:8][C:9]1[C:19]([CH:20]2[C:28]3[C:23](=[CH:24][CH:25]=[CH:26][CH:27]=3)[N:22]([CH2:29][C@H:30]3[CH2:34][CH2:33][CH2:32][O:31]3)[C:21]2=[O:35])=[CH:18][C:12]2[N:13]([CH3:17])[CH2:14][CH2:15][O:16][C:11]=2[CH:10]=1.C1(C(C2C=CC=CC=2)N2C3C(=CC=CC=3)C(C3C=C(C)C(OC)=CC=3O)C2=O)C=CC=CC=1, predict the reaction product. The product is: [CH3:17][N:13]1[C:12]2[CH:18]=[C:19]3[C:20]4([C:28]5[C:23](=[CH:24][CH:25]=[CH:26][CH:27]=5)[N:22]([CH2:29][C@H:30]5[CH2:34][CH2:33][CH2:32][O:31]5)[C:21]4=[O:35])[CH2:2][O:8][C:9]3=[CH:10][C:11]=2[O:16][CH2:15][CH2:14]1. (6) Given the reactants CC1(C)C(C)(C)OB([C:9]2[CH2:10][CH2:11][O:12][CH2:13][CH:14]=2)O1.[NH2:16][C:17]1[CH:26]=[C:25](Br)[CH:24]=[CH:23][C:18]=1[C:19]([O:21][CH3:22])=[O:20].O=O, predict the reaction product. The product is: [NH2:16][C:17]1[CH:26]=[C:25]([C:9]2[CH2:10][CH2:11][O:12][CH2:13][CH:14]=2)[CH:24]=[CH:23][C:18]=1[C:19]([O:21][CH3:22])=[O:20]. (7) Given the reactants [C:1]([NH:8][C@H:9]([C:12]([OH:14])=[O:13])[CH2:10][OH:11])([O:3][C:4]([CH3:7])([CH3:6])[CH3:5])=[O:2].[H-].[Na+].[CH2:17](Br)[C:18]1[CH:23]=[CH:22][CH:21]=[CH:20][CH:19]=1, predict the reaction product. The product is: [C:4]([O:3][C:1]([NH:8][C@H:9]([C:12]([OH:14])=[O:13])[CH2:10][O:11][CH2:17][C:18]1[CH:23]=[CH:22][CH:21]=[CH:20][CH:19]=1)=[O:2])([CH3:7])([CH3:6])[CH3:5]. (8) The product is: [Cl:25][C:26]1[CH:31]=[CH:30][C:29]([C@@H:32]2[CH2:37][CH2:36][N:35]([CH2:38][CH2:39][F:40])[CH2:34][C@H:33]2[CH2:41][OH:42])=[CH:28][CH:27]=1. Given the reactants ClC1C=CC([C@@H]2CCN(C(OC(C)(C)C)=O)C[C@H]2C(OC)=O)=CC=1.[Cl:25][C:26]1[CH:31]=[CH:30][C:29]([C@@H:32]2[CH2:37][CH2:36][N:35]([CH2:38][CH2:39][F:40])[CH2:34][C@H:33]2[C:41](OC)=[O:42])=[CH:28][CH:27]=1, predict the reaction product. (9) Given the reactants [NH:1]1[CH2:6][CH2:5][O:4][CH2:3][CH2:2]1.C(N(CC)C(C)C)(C)C.Cl[C:17]1[C:18]2[C:25]([I:26])=[C:24]([CH:27]=[O:28])[N:23]([CH2:29][O:30][CH2:31][CH2:32][Si:33]([CH3:36])([CH3:35])[CH3:34])[C:19]=2[N:20]=[CH:21][N:22]=1, predict the reaction product. The product is: [I:26][C:25]1[C:18]2[C:17]([N:1]3[CH2:6][CH2:5][O:4][CH2:3][CH2:2]3)=[N:22][CH:21]=[N:20][C:19]=2[N:23]([CH2:29][O:30][CH2:31][CH2:32][Si:33]([CH3:34])([CH3:35])[CH3:36])[C:24]=1[CH:27]=[O:28]. (10) Given the reactants O[CH2:2][CH2:3][O:4][C:5](=[O:31])[NH:6][C:7]1[CH:16]=[C:15]2[C:10]([C:11]([C:17]3[C:21]([C:22]4[CH:27]=[CH:26][CH:25]=[CH:24][N:23]=4)=[N:20][N:19]4[CH2:28][CH2:29][CH2:30][C:18]=34)=[CH:12][CH:13]=[N:14]2)=[CH:9][CH:8]=1.C1(P(C2C=CC=CC=2)C2C=CC=CC=2)C=CC=CC=1.C1(C)C=CC=CC=1, predict the reaction product. The product is: [N:23]1[CH:24]=[CH:25][CH:26]=[CH:27][C:22]=1[C:21]1[C:17]([C:11]2[C:10]3[C:15](=[CH:16][C:7]([N:6]4[CH2:2][CH2:3][O:4][C:5]4=[O:31])=[CH:8][CH:9]=3)[N:14]=[CH:13][CH:12]=2)=[C:18]2[CH2:30][CH2:29][CH2:28][N:19]2[N:20]=1.